This data is from Full USPTO retrosynthesis dataset with 1.9M reactions from patents (1976-2016). The task is: Predict the reactants needed to synthesize the given product. Given the product [OH:3][NH:2][C:10]([CH:12]1[CH2:17][CH2:16][N:15]([C:18]([O:20][C:21]([CH3:24])([CH3:23])[CH3:22])=[O:19])[CH2:14][CH2:13]1)=[NH:11], predict the reactants needed to synthesize it. The reactants are: Cl.[NH2:2][OH:3].C(=O)([O-])[O-].[K+].[K+].[C:10]([CH:12]1[CH2:17][CH2:16][N:15]([C:18]([O:20][C:21]([CH3:24])([CH3:23])[CH3:22])=[O:19])[CH2:14][CH2:13]1)#[N:11].